From a dataset of Full USPTO retrosynthesis dataset with 1.9M reactions from patents (1976-2016). Predict the reactants needed to synthesize the given product. (1) Given the product [Br:11][C:12]1[CH:41]=[CH:40][C:15]([CH2:16][C@H:17]2[C:22](=[O:23])[C@@H:21]([NH:24][C:25]3([C:28]4[CH:33]=[CH:32][CH:31]=[C:30]([C:34]([CH3:37])([CH3:36])[CH3:35])[CH:29]=4)[CH2:27][CH2:26]3)[CH2:20][S:19](=[O:39])(=[O:38])[CH2:18]2)=[CH:14][CH:13]=1, predict the reactants needed to synthesize it. The reactants are: C(Cl)(=O)C(Cl)=O.CS(C)=O.[Br:11][C:12]1[CH:41]=[CH:40][C:15]([CH2:16][C@H:17]2[C@@H:22]([OH:23])[C@@H:21]([NH:24][C:25]3([C:28]4[CH:33]=[CH:32][CH:31]=[C:30]([C:34]([CH3:37])([CH3:36])[CH3:35])[CH:29]=4)[CH2:27][CH2:26]3)[CH2:20][S:19](=[O:39])(=[O:38])[CH2:18]2)=[CH:14][CH:13]=1.C(N1CCCCC1)C.C(O)(=O)CC(CC(O)=O)(C(O)=O)O.[OH-].[Na+]. (2) Given the product [CH2:1]([O:8][C:9]([N:11]1[CH2:16][CH2:15][C:14](=[O:17])[C:13](=[N:23][OH:24])[CH2:12]1)=[O:10])[C:2]1[CH:7]=[CH:6][CH:5]=[CH:4][CH:3]=1, predict the reactants needed to synthesize it. The reactants are: [CH2:1]([O:8][C:9]([N:11]1[CH2:16][CH2:15][C:14](=[O:17])[CH2:13][CH2:12]1)=[O:10])[C:2]1[CH:7]=[CH:6][CH:5]=[CH:4][CH:3]=1.C[Si](Cl)(C)C.[N:23](OCCC(C)C)=[O:24]. (3) Given the product [ClH:17].[ClH:17].[CH3:1][N:2]1[CH2:3][CH2:4][CH:5]([O:8][C:9]2[CH:14]=[C:13]([CH2:15][NH2:16])[CH:12]=[CH:11][N:10]=2)[CH2:6][CH2:7]1, predict the reactants needed to synthesize it. The reactants are: [CH3:1][N:2]1[CH2:7][CH2:6][CH:5]([O:8][C:9]2[CH:14]=[C:13]([CH2:15][NH2:16])[CH:12]=[CH:11][N:10]=2)[CH2:4][CH2:3]1.[ClH:17].CCOCC. (4) The reactants are: B(Br)(Br)Br.C[O:6][C:7]1[C:16]([S:17][CH3:18])=[CH:15][C:14]2[C:9](=[CH:10][CH:11]=[CH:12][CH:13]=2)[CH:8]=1. Given the product [CH3:18][S:17][C:16]1[C:7]([OH:6])=[CH:8][C:9]2[C:14]([CH:15]=1)=[CH:13][CH:12]=[CH:11][CH:10]=2, predict the reactants needed to synthesize it. (5) Given the product [C:38]([NH:37][C:32]1[CH:33]=[CH:34][C:35]([CH3:36])=[C:30]([C:9]2[CH2:10][CH2:11][N:12]([C:15]([O:17][C:18]([CH3:19])([CH3:20])[CH3:21])=[O:16])[CH2:13][CH:14]=2)[CH:31]=1)(=[O:42])[CH:39]([CH3:41])[CH3:40], predict the reactants needed to synthesize it. The reactants are: CC1(C)C(C)(C)OB([C:9]2[CH2:10][CH2:11][N:12]([C:15]([O:17][C:18]([CH3:21])([CH3:20])[CH3:19])=[O:16])[CH2:13][CH:14]=2)O1.C([O-])([O-])=O.[K+].[K+].Br[C:30]1[CH:31]=[C:32]([NH:37][C:38](=[O:42])[CH:39]([CH3:41])[CH3:40])[CH:33]=[CH:34][C:35]=1[CH3:36]. (6) Given the product [Br:4][C:5]1[CH:12]=[CH:11][C:8]([CH2:9][C:1]#[N:2])=[C:7]([Cl:13])[CH:6]=1, predict the reactants needed to synthesize it. The reactants are: [C-:1]#[N:2].[K+].[Br:4][C:5]1[CH:12]=[CH:11][C:8]([CH2:9]Br)=[C:7]([Cl:13])[CH:6]=1.